This data is from Catalyst prediction with 721,799 reactions and 888 catalyst types from USPTO. The task is: Predict which catalyst facilitates the given reaction. Reactant: [F:1][C:2]([F:18])([F:17])[CH:3]1[CH2:8][CH:7]([NH:9]C(=O)OC(C)(C)C)[CH2:6][CH2:5][NH:4]1.[ClH:19]. Product: [ClH:19].[F:18][C:2]([F:1])([F:17])[CH:3]1[CH2:8][CH:7]([NH2:9])[CH2:6][CH2:5][NH:4]1. The catalyst class is: 27.